From a dataset of Catalyst prediction with 721,799 reactions and 888 catalyst types from USPTO. Predict which catalyst facilitates the given reaction. (1) Reactant: [CH2:1]([NH2:8])[C:2]1[CH:7]=[CH:6][CH:5]=[CH:4][CH:3]=1.[C:9]1([CH3:15])[CH:14]=[CH:13][CH:12]=[CH:11][CH:10]=1.C1(C=O)CCC=CC1. Product: [CH:2]1(/[CH:1]=[N:8]/[CH2:15][C:9]2[CH:14]=[CH:13][CH:12]=[CH:11][CH:10]=2)[CH2:7][CH2:6][CH:5]=[CH:4][CH2:3]1. The catalyst class is: 6. (2) Reactant: [NH2:1][C:2]1[CH:3]=[C:4]([S:8]([NH2:11])(=[O:10])=[O:9])[CH:5]=[CH:6][CH:7]=1.[Cl:12][C:13]1[C:21]([Cl:22])=[CH:20][C:16]([C:17](O)=[O:18])=[C:15]([F:23])[CH:14]=1.CN(C(ON1N=NC2C=CC=NC1=2)=[N+](C)C)C.F[P-](F)(F)(F)(F)F.CN1CCOCC1. Product: [Cl:12][C:13]1[C:21]([Cl:22])=[CH:20][C:16]([C:17]([NH:1][C:2]2[CH:7]=[CH:6][CH:5]=[C:4]([S:8](=[O:9])(=[O:10])[NH2:11])[CH:3]=2)=[O:18])=[C:15]([F:23])[CH:14]=1. The catalyst class is: 248. (3) Reactant: [NH2:1][CH2:2][CH2:3][C:4]1[CH:9]=[CH:8][C:7]([CH2:10][C:11]2[C:12](=[O:19])[NH:13][NH:14][C:15]=2[CH:16]([CH3:18])[CH3:17])=[C:6]([CH3:20])[CH:5]=1.[CH2:21]([O:28][C:29](ON1C(=O)CCC1=O)=[O:30])[C:22]1[CH:27]=[CH:26][CH:25]=[CH:24][CH:23]=1.O. Product: [CH2:21]([O:28][C:29]([NH:1][CH2:2][CH2:3][C:4]1[CH:9]=[CH:8][C:7]([CH2:10][C:11]2[C:12](=[O:19])[NH:13][NH:14][C:15]=2[CH:16]([CH3:17])[CH3:18])=[C:6]([CH3:20])[CH:5]=1)=[O:30])[C:22]1[CH:27]=[CH:26][CH:25]=[CH:24][CH:23]=1. The catalyst class is: 7. (4) Reactant: [Br:1][C:2]1[C:7]2[C:8]([C:11]([OH:13])=O)=[CH:9][O:10][C:6]=2[CH:5]=[C:4]([Br:14])[C:3]=1[OH:15].[CH3:16][O:17][C:18]1[CH:19]=[C:20]([CH:22]=[CH:23][C:24]=1[O:25][CH3:26])[NH2:21].C(Cl)CCl. Product: [CH3:16][O:17][C:18]1[CH:19]=[C:20]([NH:21][C:11]([C:8]2[C:7]3[C:2]([Br:1])=[C:3]([OH:15])[C:4]([Br:14])=[CH:5][C:6]=3[O:10][CH:9]=2)=[O:13])[CH:22]=[CH:23][C:24]=1[O:25][CH3:26]. The catalyst class is: 20. (5) Reactant: [OH:1][CH2:2][C:3]1([CH2:7][O:8][C:9]2[CH:14]=[C:13]([CH3:15])[C:12]([C:16]3[CH:21]=[CH:20][CH:19]=[C:18]([CH2:22][O:23][C:24]4[CH:29]=[CH:28][C:27]([C:30]5([CH2:34][C:35]([O:37]CC)=[O:36])[CH2:33][O:32][CH2:31]5)=[CH:26][CH:25]=4)[CH:17]=3)=[C:11]([CH3:40])[CH:10]=2)[CH2:6][O:5][CH2:4]1. Product: [OH:1][CH2:2][C:3]1([CH2:7][O:8][C:9]2[CH:14]=[C:13]([CH3:15])[C:12]([C:16]3[CH:21]=[CH:20][CH:19]=[C:18]([CH2:22][O:23][C:24]4[CH:29]=[CH:28][C:27]([C:30]5([CH2:34][C:35]([OH:37])=[O:36])[CH2:31][O:32][CH2:33]5)=[CH:26][CH:25]=4)[CH:17]=3)=[C:11]([CH3:40])[CH:10]=2)[CH2:6][O:5][CH2:4]1. The catalyst class is: 36. (6) Reactant: C1C(=O)N([Br:8])C(=O)C1.[Cl:9][C:10]1[C:11]2[N:12]([C:16]([C@H:19]3[CH2:27][CH2:26][C@H:25]4[N:21]([C:22](=[O:28])[CH2:23][CH2:24]4)[CH2:20]3)=[N:17][CH:18]=2)[CH:13]=[CH:14][N:15]=1. Product: [Br:8][C:18]1[N:17]=[C:16]([C@H:19]2[CH2:27][CH2:26][C@H:25]3[N:21]([C:22](=[O:28])[CH2:23][CH2:24]3)[CH2:20]2)[N:12]2[CH:13]=[CH:14][N:15]=[C:10]([Cl:9])[C:11]=12. The catalyst class is: 10. (7) Reactant: [CH3:1][C:2]([Si:5]([CH3:20])([CH3:19])[O:6][C@H:7]1[C@@H:12]([N:13]2[CH2:17][CH2:16][CH2:15][C:14]2=[O:18])[CH2:11][CH2:10][NH:9][CH2:8]1)([CH3:4])[CH3:3].[C:21]([OH:27])([C:23]([F:26])([F:25])[F:24])=[O:22].CO. Product: [OH:27][C:21]([C:23]([F:26])([F:25])[F:24])=[O:22].[CH3:4][C:2]([Si:5]([CH3:20])([CH3:19])[O:6][C@H:7]1[C@@H:12]([N:13]2[CH2:17][CH2:16][CH2:15][C:14]2=[O:18])[CH2:11][CH2:10][NH:9][CH2:8]1)([CH3:1])[CH3:3]. The catalyst class is: 26. (8) Reactant: C(O)C.[CH3:4][C:5]1[S:9][C:8]([NH:10][C:11]([NH2:13])=[O:12])=[C:7]([C:14]([O:16]CC)=O)[CH:6]=1.[OH-].[K+].Cl. Product: [OH:12][C:11]1[N:13]=[C:14]([OH:16])[C:7]2[CH:6]=[C:5]([CH3:4])[S:9][C:8]=2[N:10]=1. The catalyst class is: 6.